From a dataset of Retrosynthesis with 50K atom-mapped reactions and 10 reaction types from USPTO. Predict the reactants needed to synthesize the given product. (1) Given the product O=C1NC(=O)C(N2Cc3c(cccc3[N+](=O)[O-])C2=O)CC1O, predict the reactants needed to synthesize it. The reactants are: CC(=O)OC1CC(N2Cc3c(cccc3[N+](=O)[O-])C2=O)C(=O)NC1=O. (2) Given the product CC[C@@H](CN1CC(O)C1)N(C)C(=O)c1ccc(Br)cc1, predict the reactants needed to synthesize it. The reactants are: CC[C@@H](CN1CC(O)C1)NC.O=C(O)c1ccc(Br)cc1. (3) Given the product CCC(=O)N[C@H]1CC[C@@H](NC(=O)c2c(C)[nH]c3c(-c4cc(OC)ccc4OCC4CC4)ncnc23)CC1, predict the reactants needed to synthesize it. The reactants are: CCC(=O)Cl.COc1ccc(OCC2CC2)c(-c2ncnc3c(C(=O)N[C@H]4CC[C@@H](N)CC4)c(C)[nH]c23)c1. (4) The reactants are: CC(C#N)c1ccccc1. Given the product CC(CN)c1ccccc1, predict the reactants needed to synthesize it. (5) The reactants are: Nc1cc(-c2cnco2)cc(-c2cnco2)c1.O=C(Cl)Oc1ccccc1. Given the product O=C(Nc1cc(-c2cnco2)cc(-c2cnco2)c1)Oc1ccccc1, predict the reactants needed to synthesize it. (6) Given the product CCOCC(=O)OC(CC)C(C)C1OC1CC(C)/C=C/C=C(\C)C1OC(=O)C(O[SiH](C)C)C(C(C)(C)C)CCC(C)(O)C(OC(C)=O)C=CC1C, predict the reactants needed to synthesize it. The reactants are: CCC(O)C(C)C1OC1CC(C)/C=C/C=C(\C)C1OC(=O)C(O[SiH](C)C)C(C(C)(C)C)CCC(C)(O)C(OC(C)=O)C=CC1C.CCOCC(=O)O. (7) Given the product COc1ccc2sc(S(=O)(=O)Nc3cccc(-c4nnn[nH]4)c3)c(C)c2c1, predict the reactants needed to synthesize it. The reactants are: COc1ccc2sc(S(=O)(=O)Cl)c(C)c2c1.Nc1cccc(-c2nnn[nH]2)c1.